Dataset: Peptide-MHC class I binding affinity with 185,985 pairs from IEDB/IMGT. Task: Regression. Given a peptide amino acid sequence and an MHC pseudo amino acid sequence, predict their binding affinity value. This is MHC class I binding data. (1) The peptide sequence is MSIMPVLAY. The MHC is HLA-A32:01 with pseudo-sequence HLA-A32:01. The binding affinity (normalized) is 0.575. (2) The binding affinity (normalized) is 0. The peptide sequence is TSTVEEQIQW. The MHC is HLA-A33:01 with pseudo-sequence HLA-A33:01. (3) The peptide sequence is MLREGNQAF. The MHC is HLA-B08:01 with pseudo-sequence HLA-B08:01. The binding affinity (normalized) is 0.490. (4) The binding affinity (normalized) is 0.0966. The MHC is HLA-A02:03 with pseudo-sequence HLA-A02:03. The peptide sequence is TTPLISFFGL. (5) The peptide sequence is AIYSAILLLV. The MHC is HLA-A02:01 with pseudo-sequence HLA-A02:01. The binding affinity (normalized) is 0.632. (6) The peptide sequence is KEAYCQEFFL. The MHC is HLA-B40:02 with pseudo-sequence HLA-B40:02. The binding affinity (normalized) is 0.748.